From a dataset of Full USPTO retrosynthesis dataset with 1.9M reactions from patents (1976-2016). Predict the reactants needed to synthesize the given product. (1) Given the product [NH2:7][C:8]1[CH:9]=[C:10]([CH:11]=[CH:12][CH:13]=1)[CH2:14][N:15]1[CH:19]=[CH:18][C:17]([NH:20][C:21](=[O:40])[C@@H:22]([C:29]2[CH:34]=[CH:33][C:32]([S:35]([CH3:38])(=[O:37])=[O:36])=[C:31]([Cl:39])[CH:30]=2)[CH2:23][CH:24]2[CH2:28][CH2:27][CH2:26][CH2:25]2)=[N:16]1, predict the reactants needed to synthesize it. The reactants are: C(OC(=O)[NH:7][C:8]1[CH:13]=[CH:12][CH:11]=[C:10]([CH2:14][N:15]2[CH:19]=[CH:18][C:17]([NH:20][C:21](=[O:40])[C@@H:22]([C:29]3[CH:34]=[CH:33][C:32]([S:35]([CH3:38])(=[O:37])=[O:36])=[C:31]([Cl:39])[CH:30]=3)[CH2:23][CH:24]3[CH2:28][CH2:27][CH2:26][CH2:25]3)=[N:16]2)[CH:9]=1)(C)(C)C.FC(F)(F)C(O)=O. (2) Given the product [C:21]([C:23]1[C:24](=[O:25])[NH:26][C:2]2[CH2:7][CH2:6][N:5]([C:8]([O:10][C:11]([CH3:14])([CH3:13])[CH3:12])=[O:9])[CH2:4][C:3]=2[CH:15]=1)#[N:22], predict the reactants needed to synthesize it. The reactants are: O=[C:2]1[CH2:7][CH2:6][N:5]([C:8]([O:10][C:11]([CH3:14])([CH3:13])[CH3:12])=[O:9])[CH2:4][CH2:3]1.[CH3:15]C(N(C)C)=O.[C:21]([CH2:23][C:24]([NH2:26])=[O:25])#[N:22].[H-].[Na+].Cl. (3) Given the product [C:19]1([CH3:22])[CH:18]=[CH:17][C:16]([N:14]2[C:13](=[O:23])[CH:12]=[CH:11][S:15]2)=[CH:21][CH:20]=1, predict the reactants needed to synthesize it. The reactants are: [OH-].[Na+].C([C:11]1[S:15][N:14]([C:16]2[CH:21]=[CH:20][C:19]([CH3:22])=[CH:18][CH:17]=2)[C:13](=[O:23])[CH:12]=1)(=O)C1C=CC=CC=1.O. (4) Given the product [CH3:26][O:25][C:19]1[CH:18]=[C:17]([C:14]2[CH:15]=[CH:16][C:11]3[N:12]([C:8]([C:5]4[CH:4]=[CH:3][C:2]([C:33]5[CH:32]=[N:31][C:30]([C:28]#[N:29])=[CH:35][CH:34]=5)=[N:7][CH:6]=4)=[C:9]([CH3:27])[N:10]=3)[N:13]=2)[CH:22]=[CH:21][C:20]=1[O:23][CH3:24], predict the reactants needed to synthesize it. The reactants are: Cl[C:2]1[N:7]=[CH:6][C:5]([C:8]2[N:12]3[N:13]=[C:14]([C:17]4[CH:22]=[CH:21][C:20]([O:23][CH3:24])=[C:19]([O:25][CH3:26])[CH:18]=4)[CH:15]=[CH:16][C:11]3=[N:10][C:9]=2[CH3:27])=[CH:4][CH:3]=1.[C:28]([C:30]1[CH:35]=[CH:34][C:33](B2OC(C)(C)C(C)(C)O2)=[CH:32][N:31]=1)#[N:29].[O-]P([O-])([O-])=O.[K+].[K+].[K+].COC1C=CC=C(OC)C=1C1C=CC=CC=1P(C1CCCCC1)C1CCCCC1.